Binary Classification. Given a drug SMILES string, predict its activity (active/inactive) in a high-throughput screening assay against a specified biological target. From a dataset of Cav3 T-type calcium channel HTS with 100,875 compounds. The molecule is Clc1ccc(N\C=C2\C(=O)N(C(=O)N(C2=O)C)C)cc1. The result is 0 (inactive).